Dataset: Full USPTO retrosynthesis dataset with 1.9M reactions from patents (1976-2016). Task: Predict the reactants needed to synthesize the given product. (1) Given the product [O:20]=[C:18]1[CH2:13][CH:11]2[CH2:12][N:8]([C:6]([O:5][C:1]([CH3:2])([CH3:3])[CH3:4])=[O:7])[CH2:9][CH:10]2[CH2:17]1, predict the reactants needed to synthesize it. The reactants are: [C:1]([O:5][C:6]([N:8]1[CH2:12][CH:11]([CH2:13]C(O)=O)[CH:10]([CH2:17][C:18]([OH:20])=O)[CH2:9]1)=[O:7])([CH3:4])([CH3:3])[CH3:2].CC([O-])=O.[Na+]. (2) Given the product [CH3:35][CH:40]1[CH2:32][CH:42]1[CH2:43][N:1]1[C:9]2[C:4](=[CH:5][CH:6]=[CH:7][CH:8]=2)[C:3]2([C:13]3=[CH:14][C:15]4[O:19][CH2:18][O:17][C:16]=4[CH:20]=[C:12]3[O:11][CH2:10]2)[C:2]1=[O:21], predict the reactants needed to synthesize it. The reactants are: [NH:1]1[C:9]2[C:4](=[CH:5][CH:6]=[CH:7][CH:8]=2)[C:3]2([C:13]3=[CH:14][C:15]4[O:19][CH2:18][O:17][C:16]=4[CH:20]=[C:12]3[O:11][CH2:10]2)[C:2]1=[O:21].CC1(C)COC2=CC3OC[C:32]4([C:42]=3[CH:43]=C12)[C:40]1[C:35](=CC=CC=1)NC4=O.BrCC1CC1C.BrCC1OC(C(F)(F)F)=CC=1. (3) The reactants are: [H-].[Na+].[CH3:3][CH:4]1[CH2:13][CH2:12][C:11]2[C:6](=[CH:7][CH:8]=[CH:9][CH:10]=2)[C:5]1=[O:14].[CH2:15]([O:17][C:18](=[O:24])[CH2:19][CH2:20][CH2:21][CH2:22]Br)[CH3:16].O. Given the product [CH2:15]([O:17][C:18](=[O:24])[CH2:19][CH2:20][CH2:21][CH2:22][C:4]1([CH3:3])[CH2:13][CH2:12][C:11]2[C:6](=[CH:7][CH:8]=[CH:9][CH:10]=2)[C:5]1=[O:14])[CH3:16], predict the reactants needed to synthesize it. (4) Given the product [Cl:1][C:2]1[CH:3]=[CH:4][C:5]2[S:9][C:8]([CH2:10][O:11][C:12]3[C:13]([F:23])=[C:14]([C:19](=[NH:20])[NH2:21])[C:15]([F:18])=[CH:16][CH:17]=3)=[N:7][C:6]=2[CH:24]=1, predict the reactants needed to synthesize it. The reactants are: [Cl:1][C:2]1[CH:3]=[CH:4][C:5]2[S:9][C:8]([CH2:10][O:11][C:12]3[C:13]([F:23])=[C:14]([C:19](=[N:21]O)[NH2:20])[C:15]([F:18])=[CH:16][CH:17]=3)=[N:7][C:6]=2[CH:24]=1.C([O-])=O.[NH4+]. (5) Given the product [S:1](=[O:34])(=[O:35])([O:3][CH2:4][C@@H:5]1[C@@H:12]([OH:11])[C@@H:8]([OH:9])[C@H:7]([C:15]2[C:19]3[N:20]=[CH:21][N:22]=[C:23]([NH:24][C@@H:25]4[C:33]5[C:28](=[CH:29][CH:30]=[CH:31][CH:32]=5)[CH2:27][CH2:26]4)[C:18]=3[NH:17][CH:16]=2)[O:6]1)[NH2:2], predict the reactants needed to synthesize it. The reactants are: [S:1](=[O:35])(=[O:34])([O:3][CH2:4][C@@H:5]1[C@@H:12]2[C@@H:8]([O:9]C(C)(C)[O:11]2)[C@H:7]([C:15]2[C:19]3[N:20]=[CH:21][N:22]=[C:23]([NH:24][C@@H:25]4[C:33]5[C:28](=[CH:29][CH:30]=[CH:31][CH:32]=5)[CH2:27][CH2:26]4)[C:18]=3[NH:17][CH:16]=2)[O:6]1)[NH2:2]. (6) The reactants are: [C:1]([O:5][C:6]([NH:8][C@H:9]([CH2:13][CH3:14])[C:10]([OH:12])=O)=[O:7])([CH3:4])([CH3:3])[CH3:2].CN(C(ON1N=NC2[CH:26]=[CH:27][CH:28]=[N:29][C:24]1=2)=[N+](C)C)C.F[P-](F)(F)(F)(F)F.N1CCCC1.CCN(CC)CC. Given the product [O:12]=[C:10]([N:29]1[CH2:28][CH2:27][CH2:26][CH2:24]1)[C@H:9]([NH:8][C:6](=[O:7])[O:5][C:1]([CH3:2])([CH3:3])[CH3:4])[CH2:13][CH3:14], predict the reactants needed to synthesize it. (7) Given the product [C:1]([C:5]1[CH:6]=[CH:7][C:8]([C:11]2[O:12][C:13]3[C:19]([N:20]4[CH2:25][CH2:24][N:23]([CH2:27][C:28]5[CH:29]=[C:30]6[C:35](=[CH:36][CH:37]=5)[N:34]=[CH:33][CH:32]=[N:31]6)[CH2:22][CH2:21]4)=[CH:18][CH:17]=[CH:16][C:14]=3[N:15]=2)=[CH:9][CH:10]=1)([CH3:4])([CH3:2])[CH3:3], predict the reactants needed to synthesize it. The reactants are: [C:1]([C:5]1[CH:10]=[CH:9][C:8]([C:11]2[O:12][C:13]3[C:19]([N:20]4[CH2:25][CH2:24][NH:23][CH2:22][CH2:21]4)=[CH:18][CH:17]=[CH:16][C:14]=3[N:15]=2)=[CH:7][CH:6]=1)([CH3:4])([CH3:3])[CH3:2].Br[CH2:27][C:28]1[CH:29]=[C:30]2[C:35](=[CH:36][CH:37]=1)[N:34]=[CH:33][CH:32]=[N:31]2.C(N(C(C)C)C(C)C)C.